This data is from hERG Central: cardiac toxicity at 1µM, 10µM, and general inhibition. The task is: Predict hERG channel inhibition at various concentrations. (1) The molecule is O=C(NCCN1CCN(c2ccccc2)CC1)Nc1cccc(Cl)c1. Results: hERG_inhib (hERG inhibition (general)): blocker. (2) The molecule is [Br-].c1ccc(Cn2c(-c3ccccc3)c[n+]3c2SCCC3)cc1. Results: hERG_inhib (hERG inhibition (general)): blocker.